From a dataset of Forward reaction prediction with 1.9M reactions from USPTO patents (1976-2016). Predict the product of the given reaction. (1) Given the reactants [CH3:1][C:2]1[C:7]2[NH:8][C:9](=O)[O:10][C:11](=[O:12])[C:6]=2[CH:5]=[C:4]([N+:14]([O-:16])=[O:15])[CH:3]=1.C[O-].[Na+].[NH4+].[Cl-], predict the reaction product. The product is: [CH3:9][O:10][C:11](=[O:12])[C:6]1[CH:5]=[C:4]([N+:14]([O-:16])=[O:15])[CH:3]=[C:2]([CH3:1])[C:7]=1[NH2:8]. (2) Given the reactants [Cl:1][C:2]1[C:3]([C:9]([OH:11])=O)=[N:4][CH:5]=[C:6]([Cl:8])[CH:7]=1.S(Cl)(Cl)=O.[CH3:16][N:17]([CH3:25])[CH:18]=[CH:19][C:20]([O:22][CH2:23][CH3:24])=[O:21].C(N(CC)CC)C, predict the reaction product. The product is: [CH2:23]([O:22][C:20](=[O:21])[C:19]([C:9]([C:3]1[C:2]([Cl:1])=[CH:7][C:6]([Cl:8])=[CH:5][N:4]=1)=[O:11])=[CH:18][N:17]([CH3:25])[CH3:16])[CH3:24]. (3) The product is: [C:1]([O:5][C:6]([N:8]1[CH2:9][CH:10]([O:12][C:13]2[CH:18]=[C:17]([Cl:19])[CH:16]=[CH:15][C:14]=2[O:20][CH2:31][C:29]2[O:28][C:27]([C:33]([F:35])([F:34])[F:36])=[C:26]([C:24]([OH:25])=[O:23])[CH:30]=2)[CH2:11]1)=[O:7])([CH3:4])([CH3:2])[CH3:3]. Given the reactants [C:1]([O:5][C:6]([N:8]1[CH2:11][CH:10]([O:12][C:13]2[CH:18]=[C:17]([Cl:19])[CH:16]=[CH:15][C:14]=2[OH:20])[CH2:9]1)=[O:7])([CH3:4])([CH3:3])[CH3:2].C([O:23][C:24]([C:26]1[CH:30]=[C:29]([CH2:31]Br)[O:28][C:27]=1[C:33]([F:36])([F:35])[F:34])=[O:25])C.C([O-])([O-])=O.[Cs+].[Cs+].[OH-].[Na+], predict the reaction product. (4) Given the reactants [CH3:1][C:2]([CH3:31])([CH3:30])[CH2:3][CH2:4][NH:5][C:6]([NH:8][C:9]1[CH:14]=[C:13]([C:15]2[C:26]([CH3:27])=[N:25][C:18]3[N:19]=[C:20](SC)[N:21]=[CH:22][C:17]=3[CH:16]=2)[C:12]([CH3:28])=[CH:11][C:10]=1[F:29])=[O:7].C1C=C(Cl)C=C(C(OO)=O)C=1.[NH3:43], predict the reaction product. The product is: [NH2:43][C:20]1[N:21]=[CH:22][C:17]2[CH:16]=[C:15]([C:13]3[C:12]([CH3:28])=[CH:11][C:10]([F:29])=[C:9]([NH:8][C:6]([NH:5][CH2:4][CH2:3][C:2]([CH3:31])([CH3:30])[CH3:1])=[O:7])[CH:14]=3)[C:26]([CH3:27])=[N:25][C:18]=2[N:19]=1.